From a dataset of NCI-60 drug combinations with 297,098 pairs across 59 cell lines. Regression. Given two drug SMILES strings and cell line genomic features, predict the synergy score measuring deviation from expected non-interaction effect. Cell line: U251. Synergy scores: CSS=14.4, Synergy_ZIP=-4.13, Synergy_Bliss=-2.21, Synergy_Loewe=-18.9, Synergy_HSA=-0.860. Drug 2: C(CCl)NC(=O)N(CCCl)N=O. Drug 1: CNC(=O)C1=CC=CC=C1SC2=CC3=C(C=C2)C(=NN3)C=CC4=CC=CC=N4.